Predict the reactants needed to synthesize the given product. From a dataset of Full USPTO retrosynthesis dataset with 1.9M reactions from patents (1976-2016). (1) Given the product [O:36]=[S:37]1(=[O:39])[CH2:27][CH2:28][N:23]([C:14]2[N:13]=[C:12]([C:9]3[NH:8][C:7]([CH2:6][C:5]4[CH:4]=[CH:3][C:2]([F:1])=[CH:30][CH:29]=4)=[N:11][N:10]=3)[C:21]([OH:22])=[C:20]3[C:15]=2[CH:16]=[CH:17][CH:18]=[N:19]3)[CH2:24][CH2:25]1, predict the reactants needed to synthesize it. The reactants are: [F:1][C:2]1[CH:30]=[CH:29][C:5]([CH2:6][C:7]2[NH:8][C:9]([C:12]3[C:21]([OH:22])=[C:20]4[C:15]([CH:16]=[CH:17][CH:18]=[N:19]4)=[C:14]([N:23]4[CH2:28][CH2:27]S[CH2:25][CH2:24]4)[N:13]=3)=[N:10][N:11]=2)=[CH:4][CH:3]=1.C(Cl)(Cl)Cl.O[O:36][S:37]([O-:39])=O.[K+]. (2) Given the product [CH:1]1([N:6]2[C:10]3[N:11]=[C:12]([NH:15][C:16]4[C:17]([CH3:35])=[CH:18][C:19]([N:22]5[CH2:27][CH2:26][NH:25][CH2:24][CH2:23]5)=[CH:20][N:21]=4)[N:13]=[CH:14][C:9]=3[C:8]3[CH:36]=[CH:37][N:38]=[CH:39][C:7]2=3)[CH2:2][CH2:3][CH2:4][CH2:5]1, predict the reactants needed to synthesize it. The reactants are: [CH:1]1([N:6]2[C:10]3[N:11]=[C:12]([NH:15][C:16]4[N:21]=[CH:20][C:19]([N:22]5[CH2:27][CH2:26][N:25](C(OC(C)(C)C)=O)[CH2:24][CH2:23]5)=[CH:18][C:17]=4[CH3:35])[N:13]=[CH:14][C:9]=3[C:8]3[CH:36]=[CH:37][N:38]=[CH:39][C:7]2=3)[CH2:5][CH2:4][CH2:3][CH2:2]1.C(O)(C(F)(F)F)=O. (3) Given the product [Cl:1][C:2]1[CH:7]=[C:6]([N:8]2[C:12]3=[N:13][CH:14]=[CH:15][CH:16]=[C:11]3[N:10]=[CH:9]2)[CH:5]=[CH:4][C:3]=1[CH2:17][C:18]([NH:36][C:33]1[CH:34]=[CH:35][C:30]([CH2:29][N:26]2[CH2:25][CH2:24][N:23]([CH2:21][CH3:22])[CH2:28][CH2:27]2)=[C:31]([C:37]([F:40])([F:39])[F:38])[CH:32]=1)=[O:20], predict the reactants needed to synthesize it. The reactants are: [Cl:1][C:2]1[CH:7]=[C:6]([N:8]2[C:12]3=[N:13][CH:14]=[CH:15][CH:16]=[C:11]3[N:10]=[CH:9]2)[CH:5]=[CH:4][C:3]=1[CH2:17][C:18]([OH:20])=O.[CH2:21]([N:23]1[CH2:28][CH2:27][N:26]([CH2:29][C:30]2[CH:35]=[CH:34][C:33]([NH2:36])=[CH:32][C:31]=2[C:37]([F:40])([F:39])[F:38])[CH2:25][CH2:24]1)[CH3:22]. (4) Given the product [Br:10][C:2]1[C:7]([Br:8])=[CH:6][C:5]([CH3:9])=[CH:4][N:3]=1, predict the reactants needed to synthesize it. The reactants are: N[C:2]1[C:7]([Br:8])=[CH:6][C:5]([CH3:9])=[CH:4][N:3]=1.[BrH:10].BrBr.N([O-])=O.[Na+].[OH-].[Na+]. (5) Given the product [CH3:18][O:17][CH2:16][CH2:15][CH2:14][O:1][C:2]1[CH:11]=[C:10]2[C:5]([CH2:6][CH2:7][CH2:8][C:9]2=[O:12])=[CH:4][CH:3]=1, predict the reactants needed to synthesize it. The reactants are: [OH:1][C:2]1[CH:11]=[C:10]2[C:5]([CH2:6][CH2:7][CH2:8][C:9]2=[O:12])=[CH:4][CH:3]=1.Br[CH2:14][CH2:15][CH2:16][O:17][CH3:18].[I-].[K+].C(=O)([O-])[O-].[K+].[K+]. (6) The reactants are: [CH:1]([C:4]1[N:5]=[C:6]([CH2:9][O:10][C:11]2[CH:16]=[CH:15][N:14]=[C:13](C(O)=O)[CH:12]=2)[S:7][CH:8]=1)([CH3:3])[CH3:2].C1(C)C=CC=CC=1.C([N:29]([CH2:32]C)CC)C.C1(P(N=[N+]=[N-])(C2C=CC=CC=2)=[O:41])C=CC=CC=1.[C:51]([OH:55])([CH3:54])([CH3:53])[CH3:52]. Given the product [CH:1]([C:4]1[N:5]=[C:6]([CH2:9][O:10][C:11]2[CH:16]=[CH:15][N:14]=[C:13]([NH:29][C:32](=[O:41])[O:55][C:51]([CH3:54])([CH3:53])[CH3:52])[CH:12]=2)[S:7][CH:8]=1)([CH3:2])[CH3:3], predict the reactants needed to synthesize it. (7) Given the product [CH2:31]([O:30][C:28]([CH:27]([C:22]1[CH:23]=[C:24]2[C:19](=[CH:20][CH:21]=1)[N:18]([C:9]([O:11][C:12]([CH3:13])([CH3:14])[CH3:15])=[O:10])[C:17](=[O:16])[C:25]2=[O:26])[CH2:33][CH2:34][CH:35]([F:36])[F:37])=[O:29])[CH3:32], predict the reactants needed to synthesize it. The reactants are: [C:9](O[C:9]([O:11][C:12]([CH3:15])([CH3:14])[CH3:13])=[O:10])([O:11][C:12]([CH3:15])([CH3:14])[CH3:13])=[O:10].[O:16]=[C:17]1[C:25](=[O:26])[C:24]2[C:19](=[CH:20][CH:21]=[C:22]([CH:27]([CH2:33][CH2:34][CH:35]([F:37])[F:36])[C:28]([O:30][CH2:31][CH3:32])=[O:29])[CH:23]=2)[NH:18]1. (8) Given the product [CH3:1][C@H:2]1[CH2:7][CH2:6][C@@H:5]([CH2:8][O:9][C:32]2[CH:33]=[CH:34][C:29]([C:28]([F:37])([F:36])[F:27])=[CH:30][CH:31]=2)[CH2:4][N:3]1[C:14]([O:16][C:17]([CH3:20])([CH3:19])[CH3:18])=[O:15], predict the reactants needed to synthesize it. The reactants are: [CH3:1][C@H:2]1[CH2:7][CH2:6][C@@H:5]([CH2:8][O:9]S(C)(=O)=O)[CH2:4][N:3]1[C:14]([O:16][C:17]([CH3:20])([CH3:19])[CH3:18])=[O:15].C(=O)([O-])[O-].[Cs+].[Cs+].[F:27][C:28]([F:37])([F:36])[C:29]1[CH:34]=[CH:33][C:32](O)=[CH:31][CH:30]=1.O. (9) Given the product [C:7]([NH2:9])(=[O:8])[C:6]1[CH:16]=[CH:17][CH:3]=[CH:4][CH:5]=1, predict the reactants needed to synthesize it. The reactants are: NC[C:3]1[CH:17]=[CH:16][C:6]([C:7]([NH:9]C2C=NC=CC=2)=[O:8])=[CH:5][CH:4]=1.S1C=CC=C1S(Cl)(=O)=O. (10) Given the product [CH3:17][C:16]1[O:15][N:14]=[C:13]([C:18]2[CH:23]=[CH:22][CH:21]=[CH:20][N:19]=2)[C:12]=1[CH2:11][O:10][C:7]1[CH:8]=[CH:9][C:4]([C:3]([NH:28][CH2:27][C:26]([F:30])([F:29])[F:25])=[O:24])=[CH:5][N:6]=1, predict the reactants needed to synthesize it. The reactants are: CO[C:3](=[O:24])[C:4]1[CH:9]=[CH:8][C:7]([O:10][CH2:11][C:12]2[C:13]([C:18]3[CH:23]=[CH:22][CH:21]=[CH:20][N:19]=3)=[N:14][O:15][C:16]=2[CH3:17])=[N:6][CH:5]=1.[F:25][C:26]([F:30])([F:29])[CH2:27][NH2:28].